From a dataset of Forward reaction prediction with 1.9M reactions from USPTO patents (1976-2016). Predict the product of the given reaction. (1) Given the reactants Br[C:2]1[C:3]([CH3:12])=[CH:4][C:5]([C:8]([F:11])([F:10])[F:9])=[N:6][CH:7]=1.[B:13]1([B:13]2[O:17][C:16]([CH3:19])([CH3:18])[C:15]([CH3:21])([CH3:20])[O:14]2)[O:17][C:16]([CH3:19])([CH3:18])[C:15]([CH3:21])([CH3:20])[O:14]1.C([O-])(=O)C.[K+].[NH4+].[Cl-], predict the reaction product. The product is: [CH3:12][C:3]1[C:2]([B:13]2[O:17][C:16]([CH3:19])([CH3:18])[C:15]([CH3:21])([CH3:20])[O:14]2)=[CH:7][N:6]=[C:5]([C:8]([F:11])([F:10])[F:9])[CH:4]=1. (2) Given the reactants [C:1]1([C:7]2[NH:11][C:10]3[CH:12]=[CH:13][C:14]([C:16](OC)=[O:17])=[CH:15][C:9]=3[N:8]=2)[CH:6]=[CH:5][CH:4]=[CH:3][CH:2]=1.[H-].[Al+3].[Li+].[H-].[H-].[H-].[Cl-].[NH4+], predict the reaction product. The product is: [C:1]1([C:7]2[NH:11][C:10]3[CH:12]=[CH:13][C:14]([CH:16]=[O:17])=[CH:15][C:9]=3[N:8]=2)[CH:6]=[CH:5][CH:4]=[CH:3][CH:2]=1.